Dataset: NCI-60 drug combinations with 297,098 pairs across 59 cell lines. Task: Regression. Given two drug SMILES strings and cell line genomic features, predict the synergy score measuring deviation from expected non-interaction effect. (1) Drug 1: CCCS(=O)(=O)NC1=C(C(=C(C=C1)F)C(=O)C2=CNC3=C2C=C(C=N3)C4=CC=C(C=C4)Cl)F. Drug 2: CC1C(C(CC(O1)OC2CC(CC3=C2C(=C4C(=C3O)C(=O)C5=C(C4=O)C(=CC=C5)OC)O)(C(=O)C)O)N)O.Cl. Synergy scores: CSS=51.9, Synergy_ZIP=19.6, Synergy_Bliss=18.7, Synergy_Loewe=1.93, Synergy_HSA=15.9. Cell line: KM12. (2) Drug 1: C1CC(=O)NC(=O)C1N2CC3=C(C2=O)C=CC=C3N. Drug 2: CC(C)NC(=O)C1=CC=C(C=C1)CNNC.Cl. Cell line: COLO 205. Synergy scores: CSS=-5.73, Synergy_ZIP=3.53, Synergy_Bliss=1.56, Synergy_Loewe=-1.04, Synergy_HSA=-2.14. (3) Drug 1: C1=CC(=CC=C1CCCC(=O)O)N(CCCl)CCCl. Drug 2: CCCCC(=O)OCC(=O)C1(CC(C2=C(C1)C(=C3C(=C2O)C(=O)C4=C(C3=O)C=CC=C4OC)O)OC5CC(C(C(O5)C)O)NC(=O)C(F)(F)F)O. Cell line: M14. Synergy scores: CSS=-2.52, Synergy_ZIP=-7.47, Synergy_Bliss=-6.80, Synergy_Loewe=-6.29, Synergy_HSA=-7.33. (4) Drug 1: CC(C)(C#N)C1=CC(=CC(=C1)CN2C=NC=N2)C(C)(C)C#N. Drug 2: CN(CCCl)CCCl.Cl. Cell line: NCI-H322M. Synergy scores: CSS=-3.34, Synergy_ZIP=2.13, Synergy_Bliss=1.79, Synergy_Loewe=-1.01, Synergy_HSA=-1.42. (5) Drug 1: CCC1(CC2CC(C3=C(CCN(C2)C1)C4=CC=CC=C4N3)(C5=C(C=C6C(=C5)C78CCN9C7C(C=CC9)(C(C(C8N6C=O)(C(=O)OC)O)OC(=O)C)CC)OC)C(=O)OC)O.OS(=O)(=O)O. Drug 2: C1=CC=C(C=C1)NC(=O)CCCCCCC(=O)NO. Cell line: A549. Synergy scores: CSS=6.59, Synergy_ZIP=-0.884, Synergy_Bliss=1.25, Synergy_Loewe=-0.173, Synergy_HSA=0.0323. (6) Cell line: SR. Synergy scores: CSS=65.8, Synergy_ZIP=1.97, Synergy_Bliss=1.69, Synergy_Loewe=-1.59, Synergy_HSA=-1.65. Drug 1: CC1=C(C(=CC=C1)Cl)NC(=O)C2=CN=C(S2)NC3=CC(=NC(=N3)C)N4CCN(CC4)CCO. Drug 2: CCN(CC)CCCC(C)NC1=C2C=C(C=CC2=NC3=C1C=CC(=C3)Cl)OC. (7) Drug 1: CC(C1=C(C=CC(=C1Cl)F)Cl)OC2=C(N=CC(=C2)C3=CN(N=C3)C4CCNCC4)N. Drug 2: CC=C1C(=O)NC(C(=O)OC2CC(=O)NC(C(=O)NC(CSSCCC=C2)C(=O)N1)C(C)C)C(C)C. Cell line: SK-MEL-28. Synergy scores: CSS=6.22, Synergy_ZIP=-6.21, Synergy_Bliss=-17.5, Synergy_Loewe=-37.0, Synergy_HSA=-19.7. (8) Drug 1: CC1C(C(CC(O1)OC2CC(CC3=C2C(=C4C(=C3O)C(=O)C5=C(C4=O)C(=CC=C5)OC)O)(C(=O)C)O)N)O.Cl. Drug 2: C1=NNC2=C1C(=O)NC=N2. Cell line: TK-10. Synergy scores: CSS=10.3, Synergy_ZIP=-5.18, Synergy_Bliss=-1.03, Synergy_Loewe=-13.6, Synergy_HSA=-2.88. (9) Drug 1: C(CC(=O)O)C(=O)CN.Cl. Drug 2: C1CN(P(=O)(OC1)NCCCl)CCCl. Cell line: HS 578T. Synergy scores: CSS=11.8, Synergy_ZIP=-4.83, Synergy_Bliss=-6.18, Synergy_Loewe=2.53, Synergy_HSA=-4.67.